From a dataset of Forward reaction prediction with 1.9M reactions from USPTO patents (1976-2016). Predict the product of the given reaction. (1) Given the reactants [CH2:1]([O:8][C:9]([NH:11][C:12]([CH3:35])([CH3:34])[C:13]([N:15]1[CH2:24][C:23]2[NH:22][C:21]3[CH:25]=[CH:26][CH:27]=[C:28]([C:29]([O:31]C)=O)[C:20]=3[C:19](=O)[C:18]=2[CH2:17][CH2:16]1)=[O:14])=[O:10])[C:2]1[CH:7]=[CH:6][CH:5]=[CH:4][CH:3]=1.O.[NH2:37][NH2:38].C(O)(=O)C.O, predict the reaction product. The product is: [CH3:34][C:12]([NH:11][C:9](=[O:10])[O:8][CH2:1][C:2]1[CH:3]=[CH:4][CH:5]=[CH:6][CH:7]=1)([CH3:35])[C:13](=[O:14])[N:15]1[CH2:24][C:23]2[NH:22][C:21]3[CH:25]=[CH:26][CH:27]=[C:28]4[C:29](=[O:31])[NH:37][N:38]=[C:19]([C:20]=34)[C:18]=2[CH2:17][CH2:16]1. (2) Given the reactants [CH3:1][N:2]1[N:6]=[N:5][C:4]([C@H:7]2[CH2:12][C@@H:11]([C:13]3[O:17][NH:16][C:15](=[O:18])[CH:14]=3)[CH2:10][CH2:9][N:8]2C(OCC2C=CC=CC=2)=O)=[N:3]1.Br, predict the reaction product. The product is: [CH3:1][N:2]1[N:6]=[N:5][C:4]([C@H:7]2[CH2:12][C@@H:11]([C:13]3[O:17][NH:16][C:15](=[O:18])[CH:14]=3)[CH2:10][CH2:9][NH:8]2)=[N:3]1.